From a dataset of Reaction yield outcomes from USPTO patents with 853,638 reactions. Predict the reaction yield, written as a fraction of the theoretical maximum amount of product (1.0 means a 100% yield; for example, 0.34 means a 34% yield). The reactants are [CH2:1]([O:5][C:6]1[CH:7]=[C:8](/[CH:13]=[C:14](\[O:19][CH3:20])/[C:15]([O:17][CH3:18])=[O:16])[CH:9]=[CH:10][C:11]=1I)[CH2:2][CH2:3][CH3:4].[CH2:21]([NH:28][C:29](=[O:41])[N:30]([C:32]1[CH:33]=[C:34](B(O)O)[CH:35]=[CH:36][CH:37]=1)[CH3:31])[CH2:22][CH2:23][CH2:24][CH2:25][CH2:26][CH3:27].P([O-])([O-])([O-])=O.[K+].[K+].[K+].O. The catalyst is CN(C)C=O.C([O-])(=O)C.[Pd+2].C([O-])(=O)C.C(OCC)(=O)C. The product is [CH2:1]([O:5][C:6]1[CH:7]=[C:8](/[CH:13]=[C:14](\[O:19][CH3:20])/[C:15]([O:17][CH3:18])=[O:16])[CH:9]=[CH:10][C:11]=1[C:34]1[CH:35]=[CH:36][CH:37]=[C:32]([N:30]([CH3:31])[C:29]([NH:28][CH2:21][CH2:22][CH2:23][CH2:24][CH2:25][CH2:26][CH3:27])=[O:41])[CH:33]=1)[CH2:2][CH2:3][CH3:4]. The yield is 0.850.